From a dataset of Forward reaction prediction with 1.9M reactions from USPTO patents (1976-2016). Predict the product of the given reaction. (1) Given the reactants [CH:1]1([C:4]2[CH:11]=[CH:10][C:7]([C:8]#[N:9])=[C:6]([OH:12])[N:5]=2)[CH2:3][CH2:2]1.[N+:13]([O-])([OH:15])=[O:14], predict the reaction product. The product is: [CH:1]1([C:4]2[C:11]([N+:13]([O-:15])=[O:14])=[CH:10][C:7]([C:8]#[N:9])=[C:6]([OH:12])[N:5]=2)[CH2:2][CH2:3]1. (2) Given the reactants [C:1]1([CH2:7][CH2:8][CH2:9][CH2:10][CH2:11][CH2:12][CH:13]([C:15]2[N:16]=[N:17][N:18]([C:20]3[CH:25]=[CH:24][CH:23]=[CH:22][N:21]=3)[N:19]=2)[OH:14])[CH:6]=[CH:5][CH:4]=[CH:3][CH:2]=1.CC(OI1(OC(C)=O)(OC(C)=O)OC(=O)C2C=CC=CC1=2)=O, predict the reaction product. The product is: [C:1]1([CH2:7][CH2:8][CH2:9][CH2:10][CH2:11][CH2:12][C:13]([C:15]2[N:16]=[N:17][N:18]([C:20]3[CH:25]=[CH:24][CH:23]=[CH:22][N:21]=3)[N:19]=2)=[O:14])[CH:6]=[CH:5][CH:4]=[CH:3][CH:2]=1. (3) Given the reactants [Cl:1][C:2]1[CH:7]=[CH:6][C:5]([N:8]2[CH2:13][CH2:12][N:11]([S:14]([CH3:17])(=[O:16])=[O:15])[CH2:10][CH2:9]2)=[CH:4][CH:3]=1.[Li+].C[Si]([N-][Si](C)(C)C)(C)C.[Cl:28][C:29]1[CH:30]=[C:31]([CH2:35][CH2:36][C:37](OCC)=[O:38])[CH:32]=[N:33][CH:34]=1.C(OCC)(=O)C, predict the reaction product. The product is: [Cl:1][C:2]1[CH:3]=[CH:4][C:5]([N:8]2[CH2:13][CH2:12][N:11]([S:14]([CH2:17][C:37](=[O:38])[CH2:36][CH2:35][C:31]3[CH:32]=[N:33][CH:34]=[C:29]([Cl:28])[CH:30]=3)(=[O:15])=[O:16])[CH2:10][CH2:9]2)=[CH:6][CH:7]=1. (4) Given the reactants [C:1](Cl)(=[O:4])[CH:2]=[CH2:3].[C:6]([O:10][C:11]([O:13][NH:14][C:15](=[O:21])[O:16][C:17]([CH3:20])([CH3:19])[CH3:18])=[O:12])([CH3:9])([CH3:8])[CH3:7].C(N(CC)CC)C, predict the reaction product. The product is: [C:17]([O:16][C:15]([N:14]([O:13][C:11]([O:10][C:6]([CH3:9])([CH3:8])[CH3:7])=[O:12])[C:1](=[O:4])[CH:2]=[CH2:3])=[O:21])([CH3:20])([CH3:19])[CH3:18]. (5) Given the reactants [Br:1][C:2]1[CH:3]=[CH:4][C:5]([F:19])=[C:6]([C:8]2[NH:17][C:16](=O)[C:15]3[C:10](=[N:11][CH:12]=[CH:13][N:14]=3)[N:9]=2)[CH:7]=1.[CH3:20][C:21]([CH3:32])([CH3:31])[CH2:22][CH2:23][NH:24][C:25]1[CH:30]=[CH:29][N:28]=[CH:27][CH:26]=1.C(N(C1C=CN=CC=1)C1C2C(=NC=CN=2)N=C(C2C=C(Br)C=CC=2F)N=1)CCC, predict the reaction product. The product is: [Br:1][C:2]1[CH:3]=[CH:4][C:5]([F:19])=[C:6]([C:8]2[N:17]=[C:16]([N:24]([CH2:23][CH2:22][C:21]([CH3:32])([CH3:31])[CH3:20])[C:25]3[CH:30]=[CH:29][N:28]=[CH:27][CH:26]=3)[C:15]3[C:10](=[N:11][CH:12]=[CH:13][N:14]=3)[N:9]=2)[CH:7]=1.